From a dataset of M1 muscarinic receptor antagonist screen with 61,756 compounds. Binary Classification. Given a drug SMILES string, predict its activity (active/inactive) in a high-throughput screening assay against a specified biological target. (1) The compound is o1c(C2Cc3nc(ncc3C(=O)C2)NC(=O)c2ccccc2)ccc1. The result is 0 (inactive). (2) The drug is S(=O)(=O)(NC1C(CCCC1)C)c1ccc(S(=O)(=O)N2CCN(CC2)CCC#N)cc1. The result is 0 (inactive). (3) The molecule is Fc1ccc(C2=NOC3C2C(=O)N(C3=O)c2ccc(cc2)C)cc1. The result is 0 (inactive). (4) The result is 0 (inactive). The drug is O(C(C(=O)Nc1ccc(OC)cc1)C)c1ccc(cc1)/C(=N/O)C. (5) The molecule is O=C(N1CCN(CC1)CC(=O)N)NC1CCCCC1. The result is 0 (inactive). (6) The result is 0 (inactive). The molecule is S(=O)(=O)(NC(CCC(=O)N)C(O)=O)c1c(ccc(c1)C)C. (7) The molecule is O=C(NCCc1cc(OC)c(OC)cc1)C1CCN(CC1)Cc1nc(oc1C)c1c(cccc1)C. The result is 0 (inactive). (8) The drug is Clc1cc(N2CCN(CC2)C(OCC)=O)ccc1Cl. The result is 0 (inactive). (9) The drug is Clc1c(c(NC(=O)CCN2CCCCCC2)ccc1)C. The result is 0 (inactive).